The task is: Predict the product of the given reaction.. This data is from Forward reaction prediction with 1.9M reactions from USPTO patents (1976-2016). (1) Given the reactants Br[C:2]1[CH:3]=[CH:4][C:5]([O:8][CH2:9][CH:10]2[CH2:15][CH2:14][N:13]([CH2:16][C:17]3([C:20]([F:23])([F:22])[F:21])[CH2:19][CH2:18]3)[CH2:12][CH2:11]2)=[N:6][CH:7]=1.[CH3:24][O:25][C:26]([C:28]1[CH:33]=[CH:32][C:31](B(O)O)=[CH:30][CH:29]=1)=[O:27].C([O-])([O-])=O.[Cs+].[Cs+].O1CCOCC1, predict the reaction product. The product is: [F:21][C:20]([F:23])([F:22])[C:17]1([CH2:16][N:13]2[CH2:14][CH2:15][CH:10]([CH2:9][O:8][C:5]3[N:6]=[CH:7][C:2]([C:31]4[CH:32]=[CH:33][C:28]([C:26]([O:25][CH3:24])=[O:27])=[CH:29][CH:30]=4)=[CH:3][CH:4]=3)[CH2:11][CH2:12]2)[CH2:19][CH2:18]1. (2) Given the reactants CS([C:5]1[CH:6]=[C:7]([C:11]2[CH:16]=[CH:15][C:14]([CH2:17][OH:18])=[CH:13][CH:12]=2)[CH:8]=[CH:9][CH:10]=1)(=O)=O.BrC1C=CC([S:26]([NH2:29])(=[O:28])=[O:27])=CC=1, predict the reaction product. The product is: [OH:18][CH2:17][C:14]1[CH:13]=[CH:12][C:11]([C:7]2[CH:6]=[CH:5][C:10]([S:26]([NH2:29])(=[O:28])=[O:27])=[CH:9][CH:8]=2)=[CH:16][CH:15]=1. (3) Given the reactants N[C:2]1[CH:3]=[C:4]2[C:17](=[CH:18][CH:19]=1)[CH2:16][C@:6]1([C:14]3[C:9](=[N:10][CH:11]=[CH:12][CH:13]=3)[NH:8][C:7]1=[O:15])[CH2:5]2.N([O-])=O.[Na+].[BrH:24], predict the reaction product. The product is: [Br:24][C:2]1[CH:3]=[C:4]2[C:17](=[CH:18][CH:19]=1)[CH2:16][C@:6]1([C:14]3[C:9](=[N:10][CH:11]=[CH:12][CH:13]=3)[NH:8][C:7]1=[O:15])[CH2:5]2. (4) Given the reactants [F:1][C:2]1[CH:10]=[C:9]([Br:11])[CH:8]=[CH:7][C:3]=1[C:4]([OH:6])=O.S(Cl)(Cl)=O.[CH:16]1[CH:21]=[CH:20][CH:19]=[CH:18][CH:17]=1.[Cl-].[Cl-].[Cl-].[Al+3].Cl, predict the reaction product. The product is: [Br:11][C:9]1[CH:8]=[CH:7][C:3]([C:4]([C:16]2[CH:21]=[CH:20][CH:19]=[CH:18][CH:17]=2)=[O:6])=[C:2]([F:1])[CH:10]=1. (5) Given the reactants Cl[C:2]1[N:7]=[N:6][C:5]([C:8]2[C:13]([F:14])=[CH:12][CH:11]=[CH:10][C:9]=2[F:15])=[N:4][CH:3]=1.[Cl:16][C:17]1[CH:18]=[C:19]([OH:23])[CH:20]=[CH:21][CH:22]=1.C(=O)([O-])[O-].[K+].[K+].O, predict the reaction product. The product is: [Cl:16][C:17]1[CH:18]=[C:19]([CH:20]=[CH:21][CH:22]=1)[O:23][C:2]1[N:7]=[N:6][C:5]([C:8]2[C:13]([F:14])=[CH:12][CH:11]=[CH:10][C:9]=2[F:15])=[N:4][CH:3]=1.